Predict the product of the given reaction. From a dataset of Forward reaction prediction with 1.9M reactions from USPTO patents (1976-2016). (1) Given the reactants [CH2:1]([CH:4]([CH2:7][CH2:8][CH2:9][CH2:10][CH3:11])[CH2:5][OH:6])[CH2:2][CH3:3].C[O:13][C:14](=O)[CH2:15][CH2:16][CH2:17][CH2:18][CH2:19][CH2:20][CH3:21], predict the reaction product. The product is: [C:14]([O:6][CH2:5][CH:4]([CH2:1][CH2:2][CH3:3])[CH2:7][CH2:8][CH2:9][CH2:10][CH3:11])(=[O:13])[CH2:15][CH2:16][CH2:17][CH2:18][CH2:19][CH2:20][CH3:21]. (2) Given the reactants [C:1]1([N:7]2[C:25](=[O:26])[C:10]3=[CH:11][NH:12][C:13]4[CH:14]=[CH:15][C:16]([N:19]5[CH2:24][CH2:23][NH:22][CH2:21][CH2:20]5)=[N:17][C:18]=4[C:9]3=[N:8]2)[CH:6]=[CH:5][CH:4]=[CH:3][CH:2]=1.[O:27]=C1CNCCN1, predict the reaction product. The product is: [O:27]=[C:23]1[NH:22][CH2:21][CH2:20][N:19]([C:16]2[CH:15]=[CH:14][C:13]3[NH:12][CH:11]=[C:10]4[C:25](=[O:26])[N:7]([C:1]5[CH:6]=[CH:5][CH:4]=[CH:3][CH:2]=5)[N:8]=[C:9]4[C:18]=3[N:17]=2)[CH2:24]1. (3) Given the reactants [Cl:1][C:2]1[CH:11]=[C:10]([Cl:12])[CH:9]=[C:8]2[C:3]=1[C:4]([OH:16])=[CH:5][C:6]([C:13]([OH:15])=[O:14])=[CH:7]2.S(Cl)(Cl)=O.[CH3:21]O, predict the reaction product. The product is: [CH3:21][O:14][C:13]([C:6]1[CH:5]=[C:4]([OH:16])[C:3]2[C:8](=[CH:9][C:10]([Cl:12])=[CH:11][C:2]=2[Cl:1])[CH:7]=1)=[O:15]. (4) Given the reactants [C:1]([CH2:3][CH2:4][C:5]([NH:7][CH:8]([B:21]1[O:29][CH:28]2[C:23]([CH3:33])([CH:24]3[CH2:30][CH:26]([CH2:27]2)[C:25]3([CH3:32])[CH3:31])[O:22]1)[CH2:9][C:10]1[C:11]([O:19][CH3:20])=[C:12]([CH:16]=[CH:17][CH:18]=1)[C:13]([OH:15])=[O:14])=[O:6])#[N:2].[CH3:34][Si](C=[N+]=[N-])(C)C, predict the reaction product. The product is: [CH3:34][O:14][C:13](=[O:15])[C:12]1[CH:16]=[CH:17][CH:18]=[C:10]([CH2:9][CH:8]([NH:7][C:5](=[O:6])[CH2:4][CH2:3][C:1]#[N:2])[B:21]2[O:29][CH:28]3[C:23]([CH3:33])([CH:24]4[CH2:30][CH:26]([CH2:27]3)[C:25]4([CH3:32])[CH3:31])[O:22]2)[C:11]=1[O:19][CH3:20]. (5) Given the reactants [O-:1][P:2]([O:5][O:6][P:7]([O-:10])([O-:9])=[O:8])(=[O:4])[O-:3].[K+].[K+].[K+].[K+].O.O.[Cl-].[Ca+2:18].[Cl-], predict the reaction product. The product is: [O-:3][P:2]([O:5][O:6][P:7]([O-:10])([O-:9])=[O:8])(=[O:1])[O-:4].[Ca+2:18].[Ca+2:18]. (6) Given the reactants [C:1]([C:10]1[CH:15]=[CH:14][C:13](O)=[CH:12][CH:11]=1)([C:4]1[CH:9]=[CH:8][CH:7]=[CH:6][CH:5]=1)([CH3:3])[CH3:2].C(N(CC)CC)C.[C:24](Cl)(=[O:31])[C:25]1[CH:30]=[CH:29][CH:28]=[CH:27][CH:26]=1.[OH2:33], predict the reaction product. The product is: [C:24]([O:31][C:5]1[CH:6]=[CH:7][CH:8]=[CH:9][C:4]=1[C:1]([C:10]1[CH:15]=[CH:14][CH:13]=[CH:12][CH:11]=1)([CH3:3])[CH3:2])(=[O:33])[C:25]1[CH:30]=[CH:29][CH:28]=[CH:27][CH:26]=1. (7) Given the reactants [Cl:1][C:2]1[CH:7]=[CH:6][C:5]([C:8]2[N:12]([CH:13]([CH:16]3[CH2:21][CH2:20][C:19]([F:23])([F:22])[CH2:18][CH2:17]3)[CH2:14][OH:15])[C:11]3[CH:24]=[C:25]([F:29])[C:26]([F:28])=[CH:27][C:10]=3[N:9]=2)=[CH:4][CH:3]=1.[CH3:30][C:31]1[CH:32]=[C:33]([CH:36]=[C:37]([CH3:40])[C:38]=1O)[C:34]#[N:35], predict the reaction product. The product is: [Cl:1][C:2]1[CH:7]=[CH:6][C:5]([C:8]2[N:12]([CH:13]([CH:16]3[CH2:21][CH2:20][C:19]([F:23])([F:22])[CH2:18][CH2:17]3)[CH2:14][O:15][C:38]3[C:37]([CH3:40])=[CH:36][C:33]([C:34]#[N:35])=[CH:32][C:31]=3[CH3:30])[C:11]3[CH:24]=[C:25]([F:29])[C:26]([F:28])=[CH:27][C:10]=3[N:9]=2)=[CH:4][CH:3]=1. (8) The product is: [Br:22][CH2:23][CH2:24][CH2:25][CH2:26][O:1][C:2]1[CH:11]=[C:10]2[C:5]([CH:6]([CH2:13][NH:14][C:15](=[O:21])[O:16][C:17]([CH3:18])([CH3:20])[CH3:19])[CH2:7][C:8](=[O:12])[NH:9]2)=[CH:4][CH:3]=1. Given the reactants [OH:1][C:2]1[CH:11]=[C:10]2[C:5]([CH:6]([CH2:13][NH:14][C:15](=[O:21])[O:16][C:17]([CH3:20])([CH3:19])[CH3:18])[CH2:7][C:8](=[O:12])[NH:9]2)=[CH:4][CH:3]=1.[Br:22][CH2:23][CH2:24][CH2:25][CH2:26]Br.C([O-])([O-])=O.[K+].[K+], predict the reaction product. (9) Given the reactants Cl.[NH2:2][C:3]1[CH:8]([N:9]2[C:17](=[O:18])[C:16]3[C:11](=[CH:12][CH:13]=[CH:14][CH:15]=3)[C:10]2=[O:19])[CH2:7][CH2:6][CH2:5][N:4]=1.C[O-].[Na+].[Na].[N:24]1[CH:29]=[CH:28][C:27]([C:30](=O)[CH2:31][C:32](OCC)=[O:33])=[CH:26][CH:25]=1, predict the reaction product. The product is: [O:33]=[C:32]1[N:4]2[CH2:5][CH2:6][CH2:7][CH:8]([N:9]3[C:10](=[O:19])[C:11]4[C:16](=[CH:15][CH:14]=[CH:13][CH:12]=4)[C:17]3=[O:18])[C:3]2=[N:2][C:30]([C:27]2[CH:28]=[CH:29][N:24]=[CH:25][CH:26]=2)=[CH:31]1.